This data is from Full USPTO retrosynthesis dataset with 1.9M reactions from patents (1976-2016). The task is: Predict the reactants needed to synthesize the given product. (1) The reactants are: S(OC)(O[CH3:5])(=O)=O.[Cl:8][C:9]1[CH:14]=[CH:13][C:12]([N:15]2[C:23](=[O:24])[C:22]3[C@@H:21]4[C:25]([CH3:27])([CH3:26])[C@@:18]([CH3:28])([CH2:19][CH2:20]4)[C:17]=3[NH:16]2)=[CH:11][CH:10]=1. Given the product [Cl:8][C:9]1[CH:14]=[CH:13][C:12]([N:15]2[C:23](=[O:24])[C:22]3[C@@H:21]4[C:25]([CH3:27])([CH3:26])[C@@:18]([CH3:28])([CH2:19][CH2:20]4)[C:17]=3[N:16]2[CH3:5])=[CH:11][CH:10]=1, predict the reactants needed to synthesize it. (2) Given the product [Cl:26][C:27]1[CH:28]=[C:29]([NH:34][C:18]([N:14]2[C@@H:15]([CH3:17])[CH2:16][N:11]3[N:10]=[CH:9][C:8]([N:6]4[CH2:7][CH:3]([O:2][CH3:1])[CH2:4][C:5]4=[O:25])=[C:12]3[CH2:13]2)=[O:20])[CH:30]=[CH:31][C:32]=1[F:33], predict the reactants needed to synthesize it. The reactants are: [CH3:1][O:2][CH:3]1[CH2:7][N:6]([C:8]2[CH:9]=[N:10][N:11]3[CH2:16][C@H:15]([CH3:17])[N:14]([C:18]([O:20]C(C)(C)C)=O)[CH2:13][C:12]=23)[C:5](=[O:25])[CH2:4]1.[Cl:26][C:27]1[CH:28]=[C:29]([NH:34]C(=O)OC2C=CC=CC=2)[CH:30]=[CH:31][C:32]=1[F:33].FC(F)C1C=C(NC(=O)OC2C=CC=CC=2)C=CN=1. (3) The reactants are: C(O)(=O)C.[Cl:5][C:6]1[C:29]([Cl:30])=[CH:28][CH:27]=[CH:26][C:7]=1[CH2:8][C:9]1[C:10]([CH3:25])=[N:11][N:12]2[C:17](=[O:18])[CH:16]=[C:15]([C:19]3[CH:24]=[CH:23][N:22]=[CH:21][CH:20]=3)[NH:14][C:13]=12.C(=O)(O)[O-].[Na+]. Given the product [Cl:5][C:6]1[C:29]([Cl:30])=[CH:28][CH:27]=[CH:26][C:7]=1[CH2:8][C:9]1[C:10]([CH3:25])=[N:11][N:12]2[C:17]([OH:18])=[CH:16][C:15]([C:19]3[CH:20]=[CH:21][N:22]=[CH:23][CH:24]=3)=[N:14][C:13]=12, predict the reactants needed to synthesize it. (4) Given the product [NH2:13][C:9]1[CH:8]=[C:7]([CH2:6][N:1]2[CH:5]=[C:4]([CH3:26])[N:3]=[CH:2]2)[CH:12]=[CH:11][CH:10]=1, predict the reactants needed to synthesize it. The reactants are: [N:1]1([CH2:6][C:7]2[CH:12]=[CH:11][CH:10]=[C:9]([NH:13]C(OC(C)(C)C)=O)[CH:8]=2)[CH:5]=[CH:4][N:3]=[CH:2]1.OS(O)(=O)=O.[CH3:26]O. (5) The reactants are: F[C:2]1[CH:7]=[CH:6][C:5]([N+:8]([O-:10])=[O:9])=[CH:4][CH:3]=1.[CH2:11]([O:13][C:14](=[O:18])[CH2:15][CH2:16][NH2:17])[CH3:12].CCN(CC)CC.CN1CCCC1=O. Given the product [N+:8]([C:5]1[CH:6]=[CH:7][C:2]([NH:17][CH2:16][CH2:15][C:14]([O:13][CH2:11][CH3:12])=[O:18])=[CH:3][CH:4]=1)([O-:10])=[O:9], predict the reactants needed to synthesize it.